From a dataset of Full USPTO retrosynthesis dataset with 1.9M reactions from patents (1976-2016). Predict the reactants needed to synthesize the given product. (1) Given the product [CH3:28][NH:29][C:22]1[N:21]=[C:20]([C:19]2[NH:7][C:8]3[C:9]([CH:18]=2)=[CH:10][C:11]([C:12]([O:14][CH3:15])=[O:13])=[CH:16][CH:17]=3)[CH:25]=[CH:24][N:23]=1, predict the reactants needed to synthesize it. The reactants are: CC(C)([O-])C.[K+].[NH2:7][C:8]1[CH:17]=[CH:16][C:11]([C:12]([O:14][CH3:15])=[O:13])=[CH:10][C:9]=1[C:18]#[C:19][C:20]1[CH:25]=[CH:24][N:23](NC)[CH2:22][N:21]=1.[CH3:28][N:29]1C(=O)CCC1. (2) The reactants are: FC(F)(F)C(OC(=O)C(F)(F)F)=O.CS(C)=O.[CH3:18][O:19][C:20](=[O:36])[CH2:21][O:22][CH2:23]/[CH:24]=[CH:25]\[CH2:26][N:27]1[C:32](=[O:33])[CH2:31][CH2:30][CH2:29][C@@H:28]1[CH2:34][OH:35].C(N(CC)CC)C. Given the product [CH3:18][O:19][C:20](=[O:36])[CH2:21][O:22][CH2:23]/[CH:24]=[CH:25]\[CH2:26][N:27]1[C:32](=[O:33])[CH2:31][CH2:30][CH2:29][C@@H:28]1[CH:34]=[O:35], predict the reactants needed to synthesize it. (3) Given the product [CH:1]1([CH:4]([C:13]([N:15]2[CH2:20][CH2:19][C:18]3[N:21]=[C:22]([C:24]4[CH:29]=[CH:28][CH:27]=[CH:26][CH:25]=4)[O:23][C:17]=3[CH2:16]2)=[O:14])[CH2:5][C:6]([O:8][CH3:9])=[O:7])[CH2:3][CH2:2]1, predict the reactants needed to synthesize it. The reactants are: [CH:1]1([CH:4]([C:13]([N:15]2[CH2:20][CH2:19][C:18]3[N:21]=[C:22]([C:24]4[CH:29]=[CH:28][CH:27]=[CH:26][CH:25]=4)[O:23][C:17]=3[CH2:16]2)=[O:14])[CH2:5][C:6]([O:8][C:9](C)(C)C)=[O:7])[CH2:3][CH2:2]1. (4) Given the product [CH2:26]([O:28][C:29]([C:31]1([C:34]2[CH:39]=[CH:38][C:37]([C:2]3[CH:7]=[CH:6][C:5]([C:8]4[O:12][N:11]=[C:10]([CH3:13])[C:9]=4[NH:14][CH:15]([CH3:25])[CH2:16][CH2:17][C:18]4[CH:23]=[CH:22][C:21]([Cl:24])=[CH:20][CH:19]=4)=[CH:4][CH:3]=3)=[CH:36][CH:35]=2)[CH2:32][CH2:33]1)=[O:30])[CH3:27], predict the reactants needed to synthesize it. The reactants are: Br[C:2]1[CH:7]=[CH:6][C:5]([C:8]2[O:12][N:11]=[C:10]([CH3:13])[C:9]=2[NH:14][CH:15]([CH3:25])[CH2:16][CH2:17][C:18]2[CH:23]=[CH:22][C:21]([Cl:24])=[CH:20][CH:19]=2)=[CH:4][CH:3]=1.[CH2:26]([O:28][C:29]([C:31]1([C:34]2[CH:39]=[CH:38][C:37](B3OC(C)(C)C(C)(C)O3)=[CH:36][CH:35]=2)[CH2:33][CH2:32]1)=[O:30])[CH3:27]. (5) Given the product [F:1][C:2]1[CH:3]=[CH:4][C:5]([CH2:8][C:9]([NH:11][C:12](=[S:13])[NH:14][C:15]2[CH:16]=[CH:17][C:18]([O:19][C:20]3[CH:25]=[CH:24][N:23]=[C:22]([NH:26][C:27]([N:29]4[CH2:30][CH2:31][CH:32]([N:35]5[CH2:36][CH2:37][N:38]([CH3:41])[CH2:39][CH2:40]5)[CH2:33][CH2:34]4)=[O:28])[CH:21]=3)=[CH:42][CH:43]=2)=[O:10])=[CH:6][CH:7]=1, predict the reactants needed to synthesize it. The reactants are: [F:1][C:2]1[CH:7]=[CH:6][C:5]([CH2:8][C:9]([N:11]=[C:12]=[S:13])=[O:10])=[CH:4][CH:3]=1.[NH2:14][C:15]1[CH:43]=[CH:42][C:18]([O:19][C:20]2[CH:25]=[CH:24][N:23]=[C:22]([NH:26][C:27]([N:29]3[CH2:34][CH2:33][CH:32]([N:35]4[CH2:40][CH2:39][N:38]([CH3:41])[CH2:37][CH2:36]4)[CH2:31][CH2:30]3)=[O:28])[CH:21]=2)=[CH:17][CH:16]=1.C12(CS(O)(=O)=O)C(C)(C)C(CC1)CC2=O. (6) Given the product [C:20]([N:19]1[CH:14]2[CH2:15][CH2:16][CH:17]1[CH2:18][CH:12]([CH2:11][NH:10][C:5]1[N:6]=[CH:7][C:2]([C:35]3[CH:49]=[CH:48][C:38]([O:39][C:40]4[CH:47]=[CH:46][C:43]([C:44]#[N:45])=[CH:42][CH:41]=4)=[CH:37][CH:36]=3)=[C:3]([NH2:9])[N:4]=1)[CH2:13]2)(=[O:22])[CH:51]=[CH2:52], predict the reactants needed to synthesize it. The reactants are: Br[C:2]1[C:3]([NH2:9])=[N:4][CH:5]=[N:6][C:7]=1Cl.[NH2:10][CH2:11][CH:12]1[CH2:18][CH:17]2[N:19]([C:20]([O:22]C(C)(C)C)=O)[CH:14]([CH2:15][CH2:16]2)[CH2:13]1.CC1(C)C(C)(C)OB([C:35]2[CH:49]=[CH:48][C:38]([O:39][C:40]3[CH:47]=[CH:46][C:43]([C:44]#[N:45])=[CH:42][CH:41]=3)=[CH:37][CH:36]=2)O1.[C:51](Cl)(=O)[CH:52]=C. (7) The reactants are: C[O:2][C:3](=[O:37])[CH2:4][O:5][C:6]1[CH:15]=[CH:14][C:13]2[C:8](=[CH:9][CH:10]=[C:11]([CH2:16][NH:17][C:18]([C:20]3[CH:21]=[N:22][N:23]([C:29]4[CH:34]=[CH:33][C:32]([Cl:35])=[CH:31][CH:30]=4)[C:24]=3[C:25]([F:28])([F:27])[F:26])=[O:19])[CH:12]=2)[C:7]=1[Br:36].[OH-].[Na+].O. Given the product [Br:36][C:7]1[C:8]2[C:13](=[CH:12][C:11]([CH2:16][NH:17][C:18]([C:20]3[CH:21]=[N:22][N:23]([C:29]4[CH:34]=[CH:33][C:32]([Cl:35])=[CH:31][CH:30]=4)[C:24]=3[C:25]([F:26])([F:27])[F:28])=[O:19])=[CH:10][CH:9]=2)[CH:14]=[CH:15][C:6]=1[O:5][CH2:4][C:3]([OH:37])=[O:2], predict the reactants needed to synthesize it. (8) Given the product [O:1]1[C:5]2[CH:6]=[CH:7][C:8]([C:10]3([C:13]([NH:15][C:16]4[CH:17]=[C:18]5[C:22](=[CH:23][CH:24]=4)[NH:21][C:20]([C:25]([CH3:31])([CH2:27][CH2:28][C:29]4[NH:36][N:35]=[N:34][N:30]=4)[CH3:26])=[CH:19]5)=[O:14])[CH2:12][CH2:11]3)=[CH:9][C:4]=2[O:3][CH2:2]1, predict the reactants needed to synthesize it. The reactants are: [O:1]1[C:5]2[CH:6]=[CH:7][C:8]([C:10]3([C:13]([NH:15][C:16]4[CH:17]=[C:18]5[C:22](=[CH:23][CH:24]=4)[NH:21][C:20]([C:25]([CH3:31])([CH2:27][CH2:28][C:29]#[N:30])[CH3:26])=[CH:19]5)=[O:14])[CH2:12][CH2:11]3)=[CH:9][C:4]=2[O:3][CH2:2]1.[Cl-].[NH4+].[N-:34]=[N+:35]=[N-:36].[Na+].